Dataset: Full USPTO retrosynthesis dataset with 1.9M reactions from patents (1976-2016). Task: Predict the reactants needed to synthesize the given product. Given the product [Cl:1][C:2]1[CH:3]=[C:4]([CH:19]=[CH:20][CH:21]=1)[CH2:5][NH:6][C:7]1[CH:15]=[CH:14][CH:13]=[C:9]2[C:8]=1[C:16](=[O:18])[N:29]([CH:28]1[CH2:27][CH2:26][C:25](=[O:45])[NH:24][C:23]1=[O:22])[C:10]2=[O:12], predict the reactants needed to synthesize it. The reactants are: [Cl:1][C:2]1[CH:3]=[C:4]([CH:19]=[CH:20][CH:21]=1)[CH2:5][NH:6][C:7]1[CH:15]=[CH:14][CH:13]=[C:9]([C:10]([OH:12])=O)[C:8]=1[C:16]([OH:18])=O.[O:22]=[C:23]1[CH:28]([N:29]2C(=O)C3C(=CC=CC=3NCCOC)C2=O)[CH2:27][CH2:26][C:25](=[O:45])[NH:24]1.